This data is from Experimentally validated miRNA-target interactions with 360,000+ pairs, plus equal number of negative samples. The task is: Binary Classification. Given a miRNA mature sequence and a target amino acid sequence, predict their likelihood of interaction. (1) The miRNA is mmu-miR-7018-5p with sequence GUGAGCAGACAGGGAGUGGUGGGG. The protein sequence of the target gene is MDGSGERSLPEPGSQSSAASDDIEIVVNVGGVRQVLYGDLLSQYPETRLAELINCLAGGYDTIFSLCDDYDPGKREFYFDRDPDAFKCVIEVYYFGEVHMKKGICPICFKNEMDFWKVDLKFLDDCCKSHLSEKREELEEIARRVQLILDDLGVDAAEGRWRRCQKCVWKFLEKPESSCPARVVAVLSFLLILVSSVVMCMGTIPELQVLDAEGNRVEHPTLENVETACIGWFTLEYLLRLFSSPNKLHFALSFMNIVDVLAILPFYVSLTLTHLGARMMELTNVQQAVQALRIMRIARI.... Result: 0 (no interaction). (2) The miRNA is hsa-miR-4514 with sequence ACAGGCAGGAUUGGGGAA. The protein sequence of the target gene is MAKDFQDIQQLSSEENDHPFHQGEGPGTRRLNPRRGNPFLKGPPPAQPLAQRLCSMVCFSLLALSFNILLLVVICVTGSQSEGHGGAQLQAELRSLKEAFSNFSSSTLTEVQAISTHGGSVGDKITSLGAKLEKQQQDLKADHDALLFHLKHFPVDLRFVACQMELLHSNGSQRTCCPVNWVEHQGSCYWFSHSGKAWAEAEKYCQLENAHLVVINSWEEQKFIVQHTNPFNTWIGLTDSDGSWKWVDGTDYRHNYKNWAVTQPDNWHGHELGGSEDCVEVQPDGRWNDDFCLQVYRWVC.... Result: 1 (interaction).